This data is from Forward reaction prediction with 1.9M reactions from USPTO patents (1976-2016). The task is: Predict the product of the given reaction. (1) Given the reactants [F:1][C:2]1[CH:3]=[C:4]([CH2:10][OH:11])[CH:5]=[C:6]([F:9])[C:7]=1[F:8].C(OC([N:19]1[C:27]2[N:22]([C:23](=[O:29])[N:24]=[C:25](Cl)[CH:26]=2)[CH2:21][C@@H:20]1[CH3:30])=O)(C)(C)C, predict the reaction product. The product is: [CH3:30][C@H:20]1[CH2:21][N:22]2[C:23](=[O:29])[N:24]=[C:25]([O:11][CH2:10][C:4]3[CH:3]=[C:2]([F:1])[C:7]([F:8])=[C:6]([F:9])[CH:5]=3)[CH:26]=[C:27]2[NH:19]1. (2) Given the reactants [C@@H:1]([OH:5])([CH2:3][CH3:4])[CH3:2].O[C:7]1[CH:8]=[C:9]([CH:14]=[C:15]([N:17]2[CH2:21][CH2:20][CH2:19][C:18]2=[O:22])[CH:16]=1)[C:10]([O:12][CH3:13])=[O:11], predict the reaction product. The product is: [C@@H:1]([O:5][C:7]1[CH:8]=[C:9]([CH:14]=[C:15]([N:17]2[CH2:21][CH2:20][CH2:19][C:18]2=[O:22])[CH:16]=1)[C:10]([O:12][CH3:13])=[O:11])([CH2:3][CH3:4])[CH3:2]. (3) The product is: [NH2:7][C:8]1([C:11]2[CH:12]=[C:13]([C:41]3[CH:42]=[CH:43][C:38]([C@@H:34]([OH:33])[C@H:35]([NH:31][C:29](=[O:30])[CH:28]([Cl:27])[Cl:47])[CH2:36][F:37])=[CH:39][CH:40]=3)[CH:14]=[CH:15][CH:16]=2)[CH2:9][CH2:10]1. Given the reactants C(OC(=O)[NH:7][C:8]1([C:11]2[CH:16]=[CH:15][CH:14]=[C:13](B3OC(C)(C)C(C)(C)O3)[CH:12]=2)[CH2:10][CH2:9]1)(C)(C)C.[Cl:27][CH:28]([Cl:47])[C:29]([N:31]1[C@H:35]([CH2:36][F:37])[C@@H:34]([C:38]2[CH:43]=[CH:42][C:41](I)=[CH:40][CH:39]=2)[O:33]C1(C)C)=[O:30].C([O-])([O-])=O.[Cs+].[Cs+], predict the reaction product. (4) Given the reactants Br[C:2]1[CH:3]=[C:4]([NH:10][S:11]([C:14]2[CH:19]=[CH:18][C:17]([OH:20])=[CH:16][CH:15]=2)(=[O:13])=[O:12])[C:5]([O:8][CH3:9])=[N:6][CH:7]=1.[B:21]1([B:21]2[O:25][C:24]([CH3:27])([CH3:26])[C:23]([CH3:29])([CH3:28])[O:22]2)[O:25][C:24]([CH3:27])([CH3:26])[C:23]([CH3:29])([CH3:28])[O:22]1.C([O-])(=O)C.[K+], predict the reaction product. The product is: [OH:20][C:17]1[CH:18]=[CH:19][C:14]([S:11]([NH:10][C:4]2[C:5]([O:8][CH3:9])=[N:6][CH:7]=[C:2]([B:21]3[O:25][C:24]([CH3:27])([CH3:26])[C:23]([CH3:29])([CH3:28])[O:22]3)[CH:3]=2)(=[O:13])=[O:12])=[CH:15][CH:16]=1. (5) Given the reactants CC(O[NH:5][CH2:6][Si:7]([CH3:12])(OC)OC)=O.[C:13]([O-:26])(=O)CCCCCCCCCCC.[C:27]([O-:40])(=O)CCCCCCCCCCC.C([Sn+2]CCCC)CCC.[CH3:50][OH:51], predict the reaction product. The product is: [N:5]([CH2:6][SiH2:7][CH:12]([O:26][CH3:13])[O:40][CH3:27])=[C:50]=[O:51]. (6) Given the reactants [Cl:1][C:2]1[CH:13]=[C:6]2[C:7]([O:9]C(=O)[NH:11][C:5]2=[CH:4][CH:3]=1)=O.[Br:14][C:15]1[CH:21]=[CH:20][C:18]([NH2:19])=[CH:17][CH:16]=1, predict the reaction product. The product is: [Br:14][C:15]1[CH:21]=[CH:20][C:18]([NH:19][C:7](=[O:9])[C:6]2[CH:13]=[C:2]([Cl:1])[CH:3]=[CH:4][C:5]=2[NH2:11])=[CH:17][CH:16]=1.